This data is from Catalyst prediction with 721,799 reactions and 888 catalyst types from USPTO. The task is: Predict which catalyst facilitates the given reaction. (1) The catalyst class is: 4. Reactant: C([O:5][C:6](=[O:39])[CH2:7][O:8][C:9]1[C:14]([CH3:15])=[CH:13][C:12]([C:16]2[O:17][C:18]3[N:19]=[C:20]([O:29][C:30]4[CH:35]=[C:34]([F:36])[CH:33]=[CH:32][C:31]=4[F:37])[N:21]=[C:22]([O:25][CH2:26][CH2:27][CH3:28])[C:23]=3[N:24]=2)=[CH:11][C:10]=1[CH3:38])(C)(C)C.FC(F)(F)C(O)=O. Product: [F:37][C:31]1[CH:32]=[CH:33][C:34]([F:36])=[CH:35][C:30]=1[O:29][C:20]1[N:21]=[C:22]([O:25][CH2:26][CH2:27][CH3:28])[C:23]2[N:24]=[C:16]([C:12]3[CH:11]=[C:10]([CH3:38])[C:9]([O:8][CH2:7][C:6]([OH:39])=[O:5])=[C:14]([CH3:15])[CH:13]=3)[O:17][C:18]=2[N:19]=1. (2) Reactant: C(O[C:4](=[O:17])[C:5](=[N:8][NH:9][C:10]1[CH:15]=[CH:14][CH:13]=[CH:12][C:11]=1[Br:16])[C:6]#[N:7])C.[CH2:18]([NH2:22])[CH2:19][CH2:20][CH3:21].C(N(CC)CC)C. Product: [Br:16][C:11]1[CH:12]=[CH:13][CH:14]=[CH:15][C:10]=1[NH:9][N:8]=[C:5]([C:6]#[N:7])[C:4]([NH:22][CH2:18][CH2:19][CH2:20][CH3:21])=[O:17]. The catalyst class is: 5. (3) Reactant: [CH2:1]([N:3]1[C:7]([CH2:8][CH2:9][NH2:10])=[CH:6][C:5]([CH3:11])=[N:4]1)[CH3:2].C(O)(=O)C.[F:16][C:17]([F:29])([F:28])[C:18]1[CH:23]=[CH:22][C:21]([CH2:24][CH2:25][CH:26]=O)=[CH:20][CH:19]=1. Product: [CH2:1]([N:3]1[C:7]2[CH2:8][CH2:9][NH:10][CH:26]([CH2:25][CH2:24][C:21]3[CH:22]=[CH:23][C:18]([C:17]([F:16])([F:28])[F:29])=[CH:19][CH:20]=3)[C:6]=2[C:5]([CH3:11])=[N:4]1)[CH3:2]. The catalyst class is: 8. (4) Reactant: C(=O)([O:7][C:8]1[C:20]2[CH2:19][O:18][C:17](=[O:21])[C:16]=2[C:15]([C:22]2[CH:27]=[CH:26][C:25]([C:28]#[N:29])=[CH:24][CH:23]=2)=[C:14]2[C:9]=1[CH:10]=[C:11]([O:32][CH3:33])[C:12]([O:30][CH3:31])=[CH:13]2)OC(C)(C)C.N1CCCCC1.Cl. Product: [OH:7][C:8]1[C:20]2[CH2:19][O:18][C:17](=[O:21])[C:16]=2[C:15]([C:22]2[CH:27]=[CH:26][C:25]([C:28]#[N:29])=[CH:24][CH:23]=2)=[C:14]2[C:9]=1[CH:10]=[C:11]([O:32][CH3:33])[C:12]([O:30][CH3:31])=[CH:13]2. The catalyst class is: 4. (5) Reactant: N[C:2]1[CH:7]=[CH:6][N:5]=[C:4]([N:8]2[CH2:13][CH2:12][NH:11][CH2:10][CH2:9]2)[CH:3]=1.N([O-])=O.[Na+].[OH-].[K+].[BrH:20]. Product: [Br:20][C:2]1[CH:7]=[CH:6][N:5]=[C:4]([N:8]2[CH2:13][CH2:12][NH:11][CH2:10][CH2:9]2)[CH:3]=1. The catalyst class is: 6. (6) Reactant: [CH3:1][CH:2]1[S:13][CH2:12][C:4]2([CH:9]3[CH2:10][CH2:11][N:6]([CH2:7][CH2:8]3)[CH2:5]2)[O:3]1.[S:14](=[O:18])(=[O:17])([OH:16])[OH:15]. Product: [CH3:1][CH:2]1[S:13][CH2:12][C:4]2([CH:9]3[CH2:10][CH2:11][N:6]([CH2:7][CH2:8]3)[CH2:5]2)[O:3]1.[S:14]([O-:18])([O-:17])(=[O:16])=[O:15]. The catalyst class is: 11.